Dataset: Catalyst prediction with 721,799 reactions and 888 catalyst types from USPTO. Task: Predict which catalyst facilitates the given reaction. (1) Reactant: [H-].[Na+].[CH2:3]([O:10][C:11]1[CH:16]=[CH:15][C:14]([CH2:17][C:18]([O:20][CH2:21][CH3:22])=[O:19])=[CH:13][CH:12]=1)[C:4]1[CH:9]=[CH:8][CH:7]=[CH:6][CH:5]=1.[C:23](=O)([O:27]CC)[O:24][CH2:25][CH3:26]. Product: [CH2:3]([O:10][C:11]1[CH:16]=[CH:15][C:14]([CH:17]([C:23]([O:24][CH2:25][CH3:26])=[O:27])[C:18]([O:20][CH2:21][CH3:22])=[O:19])=[CH:13][CH:12]=1)[C:4]1[CH:5]=[CH:6][CH:7]=[CH:8][CH:9]=1. The catalyst class is: 1. (2) Reactant: [O:1]=[C:2]1[C:6]2([CH2:11][CH2:10][N:9]([C:12]([O:14][C:15]([CH3:18])([CH3:17])[CH3:16])=[O:13])[CH2:8][CH2:7]2)[CH2:5][CH2:4][CH2:3]1.[CH:19](OCC)=[O:20].CC(C)([O-])C.[K+].Cl. Product: [OH:20][CH2:19][CH:3]1[CH2:4][CH2:5][C:6]2([CH2:7][CH2:8][N:9]([C:12]([O:14][C:15]([CH3:18])([CH3:17])[CH3:16])=[O:13])[CH2:10][CH2:11]2)[C:2]1=[O:1]. The catalyst class is: 27. (3) Reactant: C(OC([N:8]1[CH2:13][CH:12]=[C:11]([C:14]2[C:23]3[C:18](=[CH:19][CH:20]=[C:21]([O:24][CH3:25])[N:22]=3)[N:17]=[CH:16][CH:15]=2)[CH2:10][CH2:9]1)=O)(C)(C)C.C(O)(C(F)(F)F)=O. Product: [CH3:25][O:24][C:21]1[CH:20]=[CH:19][C:18]2[C:23](=[C:14]([C:11]3[CH2:12][CH2:13][NH:8][CH2:9][CH:10]=3)[CH:15]=[CH:16][N:17]=2)[N:22]=1. The catalyst class is: 2. (4) Reactant: [C:1]([C:5]1[O:9][C:8]([CH3:10])=[C:7]([C:11]([OH:13])=[O:12])[C:6]=1[CH2:14][OH:15])([CH3:4])([CH3:3])[CH3:2].CC(OI1(OC(C)=O)(OC(C)=O)OC(=O)C2C=CC=CC1=2)=O. Product: [C:1]([C:5]1[O:9][C:8]([CH3:10])=[C:7]([C:11]([OH:13])=[O:12])[C:6]=1[CH:14]=[O:15])([CH3:4])([CH3:2])[CH3:3]. The catalyst class is: 448. (5) Reactant: [CH3:1][N:2]1[CH2:7][CH2:6][NH:5][CH2:4][CH2:3]1.[F:8][C:9]1[CH:10]=[C:11]2[C:16](=[CH:17][C:18]=1F)[N:15]=[C:14]([CH3:20])[NH:13][C:12]2=[O:21]. Product: [F:8][C:9]1[CH:10]=[C:11]2[C:16](=[CH:17][C:18]=1[N:5]1[CH2:6][CH2:7][N:2]([CH3:1])[CH2:3][CH2:4]1)[N:15]=[C:14]([CH3:20])[NH:13][C:12]2=[O:21]. The catalyst class is: 16. (6) Reactant: [C:1]([N:5]1[CH2:10][CH2:9][N:8](C(OC(C)(C)C)=O)[C@@H:7]([C:18]([N:20]2[CH2:25][CH2:24][NH:23][CH2:22][CH2:21]2)=[O:19])[CH2:6]1)([CH3:4])([CH3:3])[CH3:2].[N:26]([C:29]1[CH:34]=[CH:33][C:32]([CH3:35])=[C:31]([C:36]([F:39])([F:38])[F:37])[CH:30]=1)=[C:27]=[O:28]. Product: [C:1]([N:5]1[CH2:10][CH2:9][NH:8][C@@H:7]([C:18]([N:20]2[CH2:25][CH2:24][N:23]([C:27]([NH:26][C:29]3[CH:34]=[CH:33][C:32]([CH3:35])=[C:31]([C:36]([F:37])([F:38])[F:39])[CH:30]=3)=[O:28])[CH2:22][CH2:21]2)=[O:19])[CH2:6]1)([CH3:4])([CH3:2])[CH3:3]. The catalyst class is: 1. (7) Reactant: [I:1][C:2]1[N:7]=[N:6][C:5]([NH2:8])=[CH:4][CH:3]=1.Br[CH:10]([CH3:17])[C:11](=O)[C:12]([F:15])([F:14])[F:13]. Product: [I:1][C:2]1[CH:3]=[CH:4][C:5]2[N:6]([C:10]([CH3:17])=[C:11]([C:12]([F:15])([F:14])[F:13])[N:8]=2)[N:7]=1. The catalyst class is: 8. (8) The catalyst class is: 4. Reactant: C(OC(=O)[NH:7][C:8]1[C:13]([F:14])=[CH:12][CH:11]=[C:10]([O:15][CH2:16][CH3:17])[C:9]=1[F:18])(C)(C)C.FC(F)(F)C(O)=O. Product: [CH2:16]([O:15][C:10]1[C:9]([F:18])=[C:8]([NH2:7])[C:13]([F:14])=[CH:12][CH:11]=1)[CH3:17]. (9) Reactant: C(OC(NC(OC(=O)CCCCC)[C@H](C)[CH2:11][CH2:12][C:13]1[CH:14]=[CH:15][C:16]2[CH:20]=[CH:19][S:18][C:17]=2[CH:21]=1)=O)(C)(C)C.[OH-:31].[Na+].C[C:34]([CH3:37])([O-])[CH3:35].[K+].O.C[N:41](C)[CH:42]=[O:43]. Product: [S:18]1[CH:19]=[CH:20][C:16]2[CH:15]=[CH:14][C:13]([CH2:12][CH2:11][N:41]3[C@H:34]([CH3:37])[CH2:35][O:31][C:42]3=[O:43])=[CH:21][C:17]1=2. The catalyst class is: 5.